Dataset: Catalyst prediction with 721,799 reactions and 888 catalyst types from USPTO. Task: Predict which catalyst facilitates the given reaction. (1) Reactant: [CH2:1]([N:8]1[CH2:12][CH:11]([C:13]2[CH:18]=[CH:17][C:16]([F:19])=[C:15]([F:20])[CH:14]=2)[CH:10]([C:21](O)=[O:22])[CH2:9]1)[C:2]1[CH:7]=[CH:6][CH:5]=[CH:4][CH:3]=1.C(N(CC)CC)C.C(Cl)(=O)C(C)(C)C.[CH2:38]([C@H:45]1[CH2:49][O:48][C:47](=[O:50])[NH:46]1)[C:39]1[CH:44]=[CH:43][CH:42]=[CH:41][CH:40]=1.[Cl-].[Li+]. Product: [CH2:38]([C@H:45]1[CH2:49][O:48][C:47](=[O:50])[N:46]1[C:21]([C@@H:10]1[C@@H:11]([C:13]2[CH:18]=[CH:17][C:16]([F:19])=[C:15]([F:20])[CH:14]=2)[CH2:12][N:8]([CH2:1][C:2]2[CH:7]=[CH:6][CH:5]=[CH:4][CH:3]=2)[CH2:9]1)=[O:22])[C:39]1[CH:40]=[CH:41][CH:42]=[CH:43][CH:44]=1. The catalyst class is: 56. (2) Reactant: [Br:1][C:2]1[CH:3]=[C:4]([CH2:8][OH:9])[CH:5]=[CH:6][CH:7]=1.N1C=CN=C1.[CH3:15][C:16]([Si:19](Cl)([CH3:21])[CH3:20])([CH3:18])[CH3:17]. Product: [Br:1][C:2]1[CH:3]=[C:4]([CH2:8][O:9][Si:19]([C:16]([CH3:18])([CH3:17])[CH3:15])([CH3:21])[CH3:20])[CH:5]=[CH:6][CH:7]=1. The catalyst class is: 46. (3) Reactant: Cl[C:2]1[N:3]=[C:4]([NH2:20])[C:5]2[N:6]=[CH:7][N:8]([C:18]=2[N:19]=1)[C@@H:9]1[O:17][C@H:14]([CH2:15][OH:16])[C@@H:12]([OH:13])[C@H:10]1[OH:11].O.[NH2:22][NH2:23]. Product: [NH:22]([C:2]1[N:3]=[C:4]([NH2:20])[C:5]2[N:6]=[CH:7][N:8]([C:18]=2[N:19]=1)[C@@H:9]1[O:17][C@H:14]([CH2:15][OH:16])[C@@H:12]([OH:13])[C@H:10]1[OH:11])[NH2:23]. The catalyst class is: 8. (4) Reactant: [OH:1][C@H:2]1[C@H:6]2[O:7][CH2:8][C@:3]1([CH2:19][OH:20])[O:4][C@H:5]2[N:9]1[CH:17]=[N:16][C:15]2[C:10]1=[N:11][CH:12]=[N:13][C:14]=2[NH2:18].C[Si](Cl)(C)C.[C:26](Cl)(=[O:33])[C:27]1[CH:32]=[CH:31][CH:30]=[CH:29][CH:28]=1.N. Product: [OH:1][C@H:2]1[C@H:6]2[O:7][CH2:8][C@:3]1([CH2:19][OH:20])[O:4][C@H:5]2[N:9]1[CH:17]=[N:16][C:15]2[C:10]1=[N:11][CH:12]=[N:13][C:14]=2[NH:18][C:26](=[O:33])[C:27]1[CH:32]=[CH:31][CH:30]=[CH:29][CH:28]=1. The catalyst class is: 17. (5) Reactant: Cl[C:2]1[N:3]=[C:4]([O:29][CH:30]2[CH2:34][CH2:33][CH2:32][CH2:31]2)[C:5]2[C:10]([C:11]3[CH:20]=[CH:19][C:14]4[N:15]=[C:16]([CH3:18])[O:17][C:13]=4[CH:12]=3)=[CH:9][N:8]([CH2:21][O:22][CH2:23][CH2:24][Si:25]([CH3:28])([CH3:27])[CH3:26])[C:6]=2[N:7]=1.[NH2:35][C:36]1[CH:45]=[CH:44][C:39]([C:40]([NH:42][CH3:43])=[O:41])=[CH:38][C:37]=1[Cl:46].C(=O)([O-])[O-].[Cs+].[Cs+].C1(P(C2C=CC=CC=2)C2C=CC3C(=CC=CC=3)C=2C2C3C(=CC=CC=3)C=CC=2P(C2C=CC=CC=2)C2C=CC=CC=2)C=CC=CC=1. Product: [Cl:46][C:37]1[CH:38]=[C:39]([CH:44]=[CH:45][C:36]=1[NH:35][C:2]1[N:3]=[C:4]([O:29][CH:30]2[CH2:34][CH2:33][CH2:32][CH2:31]2)[C:5]2[C:10]([C:11]3[CH:20]=[CH:19][C:14]4[N:15]=[C:16]([CH3:18])[O:17][C:13]=4[CH:12]=3)=[CH:9][N:8]([CH2:21][O:22][CH2:23][CH2:24][Si:25]([CH3:28])([CH3:27])[CH3:26])[C:6]=2[N:7]=1)[C:40]([NH:42][CH3:43])=[O:41]. The catalyst class is: 160. (6) Reactant: C1C(=O)N([Br:8])C(=O)C1.[Cl:9][C:10]1[N:15]2[N:16]=[CH:17][CH:18]=[C:14]2[N:13]=[C:12]([CH3:19])[C:11]=1[CH:20]([CH3:22])[CH3:21]. Product: [Br:8][C:18]1[CH:17]=[N:16][N:15]2[C:10]([Cl:9])=[C:11]([CH:20]([CH3:22])[CH3:21])[C:12]([CH3:19])=[N:13][C:14]=12. The catalyst class is: 496.